From a dataset of Forward reaction prediction with 1.9M reactions from USPTO patents (1976-2016). Predict the product of the given reaction. Given the reactants [NH2:1][C@@H:2]1[CH2:7][CH2:6][C@H:5]([NH:8][C:9]([C:11]2[C:15]3[N:16]=[CH:17][N:18]=[C:19]([C:20]4[CH:25]=[CH:24][C:23]([O:26][CH3:27])=[CH:22][C:21]=4[O:28][CH2:29][CH:30]4[CH2:32][CH2:31]4)[C:14]=3[NH:13][CH:12]=2)=[O:10])[CH2:4][CH2:3]1.Cl[C:34]([CH2:36][O:37]C(=O)C)=[O:35], predict the reaction product. The product is: [OH:37][CH2:36][C:34]([NH:1][C@@H:2]1[CH2:7][CH2:6][C@H:5]([NH:8][C:9]([C:11]2[C:15]3[N:16]=[CH:17][N:18]=[C:19]([C:20]4[CH:25]=[CH:24][C:23]([O:26][CH3:27])=[CH:22][C:21]=4[O:28][CH2:29][CH:30]4[CH2:31][CH2:32]4)[C:14]=3[NH:13][CH:12]=2)=[O:10])[CH2:4][CH2:3]1)=[O:35].